Dataset: Catalyst prediction with 721,799 reactions and 888 catalyst types from USPTO. Task: Predict which catalyst facilitates the given reaction. (1) Reactant: FC(F)(F)C(OC(=O)C(F)(F)F)=O.[N:14]([N:16]1[CH2:21][CH2:20][CH2:19][CH2:18][CH:17]1[C:22]([OH:24])=[O:23])=O. Product: [NH:14]1[N:16]2[CH2:21][CH2:20][CH2:19][CH2:18][CH:17]2[C:22](=[O:23])[O:24]1. The catalyst class is: 1. (2) Reactant: C1(C)C=CC(S(CC[O:12][C:13](=[O:49])[C:14]2[CH:19]=[CH:18][C:17]([CH3:20])=[C:16]([S:21]([N:24]3[C:28]4[CH:29]=[CH:30][CH:31]=[CH:32][C:27]=4[N:26]=[C:25]3[S:33]([CH2:35][C:36]3[C:41]([CH3:42])=[C:40]([O:43][CH2:44][CH2:45][CH2:46][O:47][CH3:48])[CH:39]=[CH:38][N:37]=3)=[O:34])(=[O:23])=[O:22])[CH:15]=2)(=O)=O)=CC=1.C([O-])(O)=O.[Na+:55]. Product: [Na+:55].[CH3:48][O:47][CH2:46][CH2:45][CH2:44][O:43][C:40]1[CH:39]=[CH:38][N:37]=[C:36]([CH2:35][S:33]([C:25]2[N:24]([S:21]([C:16]3[CH:15]=[C:14]([CH:19]=[CH:18][C:17]=3[CH3:20])[C:13]([O-:49])=[O:12])(=[O:23])=[O:22])[C:28]3[CH:29]=[CH:30][CH:31]=[CH:32][C:27]=3[N:26]=2)=[O:34])[C:41]=1[CH3:42]. The catalyst class is: 144. (3) Reactant: [CH:1]1([C@H:7]([NH:16][C:17]([C:19]2[C:28]([NH:29][C:30]([NH:32][C:33]3[C:38]([CH3:39])=[CH:37][C:36]([CH3:40])=[CH:35][C:34]=3[CH3:41])=[O:31])=[CH:27][C:26]3[C:21](=[CH:22][CH:23]=[CH:24][CH:25]=3)[CH:20]=2)=[O:18])[CH2:8][C:9]([O:11]C(C)(C)C)=[O:10])[CH2:6][CH2:5][CH2:4][CH2:3][CH2:2]1.C(O)(C(F)(F)F)=O. Product: [CH:1]1([C@H:7]([NH:16][C:17]([C:19]2[C:28]([NH:29][C:30]([NH:32][C:33]3[C:38]([CH3:39])=[CH:37][C:36]([CH3:40])=[CH:35][C:34]=3[CH3:41])=[O:31])=[CH:27][C:26]3[C:21](=[CH:22][CH:23]=[CH:24][CH:25]=3)[CH:20]=2)=[O:18])[CH2:8][C:9]([OH:11])=[O:10])[CH2:6][CH2:5][CH2:4][CH2:3][CH2:2]1. The catalyst class is: 2. (4) Reactant: [F:1][C:2]1[N:7]=[CH:6][C:5]([NH2:8])=[CH:4][CH:3]=1.C([Mg]Cl)(C)C.[OH:14][C@H:15]1[CH2:19][N:18]([C:20]2[N:21]=[C:22]([NH:29][C:30]3[CH:34]=[C:33]([CH:35]([CH3:37])[CH3:36])[NH:32][N:31]=3)[C:23]3[CH2:28][CH2:27][CH2:26][C:24]=3[N:25]=2)[C@H:17]([C:38](OC)=[O:39])[CH2:16]1. Product: [F:1][C:2]1[N:7]=[CH:6][C:5]([NH:8][C:38]([C@@H:17]2[CH2:16][C@@H:15]([OH:14])[CH2:19][N:18]2[C:20]2[N:21]=[C:22]([NH:29][C:30]3[CH:34]=[C:33]([CH:35]([CH3:37])[CH3:36])[NH:32][N:31]=3)[C:23]3[CH2:28][CH2:27][CH2:26][C:24]=3[N:25]=2)=[O:39])=[CH:4][CH:3]=1. The catalyst class is: 1. (5) Reactant: [H-].[Na+].[C:3]([O:11][CH2:12][CH3:13])(=[O:10])[CH2:4][C:5]([O:7][CH2:8][CH3:9])=[O:6].[Br:14][C:15]1[CH:20]=[CH:19][CH:18]=[C:17](CCl)[C:16]=1[F:23]. The catalyst class is: 1. Product: [Br:14][C:15]1[C:16]([F:23])=[C:17]([CH:4]([C:5]([O:7][CH2:8][CH3:9])=[O:6])[C:3]([O:11][CH2:12][CH3:13])=[O:10])[CH:18]=[CH:19][CH:20]=1.